Dataset: Drug-target binding data from BindingDB using IC50 measurements. Task: Regression. Given a target protein amino acid sequence and a drug SMILES string, predict the binding affinity score between them. We predict pIC50 (pIC50 = -log10(IC50 in M); higher means more potent). Dataset: bindingdb_ic50. The drug is CCCCC[C@H](CN(O)C=O)C(=O)N[C@H](C(=O)N(C)C)C(C)(C)C. The target protein (Q9HBH1) has sequence MARLWGALSLWPLWAAVPWGGAAAVGVRACSSTAAPDGVEGPALRRSYWRHLRRLVLGPPEPPFSHVCQVGDPVLRGVAAPVERAQLGGPELQRLTQRLVQVMRRRRCVGLSAPQLGVPRQVLALELPEALCRECPPRQRALRQMEPFPLRVFVNPSLRVLDSRLVTFPEGCESVAGFLACVPRFQAVQISGLDPNGEQVVWQASGWAARIIQHEMDHLQGCLFIDKMDSRTFTNVYWMKVND. The pIC50 is 8.0.